This data is from Full USPTO retrosynthesis dataset with 1.9M reactions from patents (1976-2016). The task is: Predict the reactants needed to synthesize the given product. (1) Given the product [OH:2][C:3]1[CH:8]=[N:7][N:6]([CH3:9])[C:5](=[O:10])[C:4]=1[N:11]1[C:15]([CH3:16])=[CH:14][C:13]([C:17]2[CH:22]=[CH:21][C:20]([C:23]([F:26])([F:25])[F:24])=[CH:19][CH:18]=2)=[N:12]1, predict the reactants needed to synthesize it. The reactants are: C[O:2][C:3]1[CH:8]=[N:7][N:6]([CH3:9])[C:5](=[O:10])[C:4]=1[N:11]1[C:15]([CH3:16])=[CH:14][C:13]([C:17]2[CH:22]=[CH:21][C:20]([C:23]([F:26])([F:25])[F:24])=[CH:19][CH:18]=2)=[N:12]1.B(Br)(Br)Br.[OH-].[Na+].Cl. (2) Given the product [F:29][C:30]([F:36])([F:35])[C:31]1[N:20]2[CH:19]=[C:18]([O:17][CH2:16][C:14]3[N:15]=[C:10]([CH2:9][OH:8])[CH:11]=[CH:12][CH:13]=3)[C:27]3[C:22]([C:21]2=[N:34][N:33]=1)=[CH:23][CH:24]=[CH:25][CH:26]=3, predict the reactants needed to synthesize it. The reactants are: [Si]([O:8][CH2:9][C:10]1[N:15]=[C:14]([CH2:16][O:17][C:18]2[C:27]3[C:22](=[CH:23][CH:24]=[CH:25][CH:26]=3)[C:21](Cl)=[N:20][CH:19]=2)[CH:13]=[CH:12][CH:11]=1)(C(C)(C)C)(C)C.[F:29][C:30]([F:36])([F:35])[C:31]([NH:33][NH2:34])=O.Cl. (3) Given the product [C:1]([O:5][C:6]([N:8]1[CH2:13][CH2:12][N:11]([C:14]2[C:15]3[N:21]=[C:34]([C:33]4[CH:36]=[CH:37][C:30]([C:26]([CH3:29])([CH3:28])[CH3:27])=[CH:31][CH:32]=4)[O:20][C:16]=3[CH:17]=[CH:18][CH:19]=2)[CH2:10][CH2:9]1)=[O:7])([CH3:4])([CH3:3])[CH3:2], predict the reactants needed to synthesize it. The reactants are: [C:1]([O:5][C:6]([N:8]1[CH2:13][CH2:12][N:11]([C:14]2[CH:19]=[CH:18][CH:17]=[C:16]([OH:20])[C:15]=2[N+:21]([O-])=O)[CH2:10][CH2:9]1)=[O:7])([CH3:4])([CH3:3])[CH3:2].N#N.[C:26]([C:30]1[CH:37]=[CH:36][C:33]([CH:34]=O)=[CH:32][CH:31]=1)([CH3:29])([CH3:28])[CH3:27]. (4) Given the product [Br:11][C:7]1[CH:6]=[CH:5][C:4]([O:9][CH3:10])=[C:3]([CH2:1][CH3:2])[CH:8]=1, predict the reactants needed to synthesize it. The reactants are: [CH2:1]([C:3]1[CH:8]=[CH:7][CH:6]=[CH:5][C:4]=1[O:9][CH3:10])[CH3:2].[Br:11]N1C(=O)CCC1=O. (5) Given the product [F:36][C:35]([F:38])([F:37])[C:33]([OH:39])=[O:34].[CH2:1]([O:2][C:3]([C:5]1[CH:6]=[C:7]2[C:11](=[CH:12][CH:13]=1)[CH2:10][NH:9][CH2:8]2)=[O:4])[CH3:25], predict the reactants needed to synthesize it. The reactants are: [CH3:1][O:2][C:3]([C:5]1[CH:6]=[C:7]2[C:11](=[CH:12][CH:13]=1)[CH2:10][N:9](CC1C=CC(OC)=CC=1OC)[CH2:8]2)=[O:4].[C:25]1(OC)C=CC=CC=1.[C:33]([OH:39])([C:35]([F:38])([F:37])[F:36])=[O:34]. (6) Given the product [C:31]1([CH2:23][CH2:6][CH2:5][CH2:4][NH:1][C:2]([N:15]2[CH2:14][C:22]3[CH:21]=[CH:20][N:19]=[CH:18][C:17]=3[CH2:16]2)=[O:3])[CH:26]=[CH:27][CH:28]=[CH:29][CH:30]=1, predict the reactants needed to synthesize it. The reactants are: [N:1]([C:4]1C=CC(C(OC)=O)=[CH:6][CH:5]=1)=[C:2]=[O:3].[CH2:14]1[C:22]2[CH:21]=[CH:20][N:19]=[CH:18][C:17]=2[CH2:16][NH:15]1.[CH2:23]1[C:31]2[C:26](=[CH:27][CH:28]=[CH:29][CH:30]=2)CN1.